From a dataset of Forward reaction prediction with 1.9M reactions from USPTO patents (1976-2016). Predict the product of the given reaction. (1) Given the reactants C[N:2](C)/[CH:3]=[CH:4]/[C:5]([C:7]1[C:12](=[O:13])[CH:11]=[CH:10][N:9]([C:14]2[CH:19]=[CH:18][CH:17]=[C:16]([S:20]([CH3:23])(=[O:22])=[O:21])[CH:15]=2)[N:8]=1)=O.[F:25][C:26]1[C:27]([CH3:34])=[C:28]([NH:32]N)[CH:29]=[CH:30][CH:31]=1, predict the reaction product. The product is: [F:25][C:26]1[C:27]([CH3:34])=[C:28]([N:32]2[C:5]([C:7]3[C:12](=[O:13])[CH:11]=[CH:10][N:9]([C:14]4[CH:19]=[CH:18][CH:17]=[C:16]([S:20]([CH3:23])(=[O:22])=[O:21])[CH:15]=4)[N:8]=3)=[CH:4][CH:3]=[N:2]2)[CH:29]=[CH:30][CH:31]=1. (2) Given the reactants [O:1]=[C:2]([C:6]1[CH:11]=[CH:10][CH:9]=[CH:8][CH:7]=1)[CH2:3][C:4]#[N:5].[CH:12]1([NH2:18])[CH2:17][CH2:16][CH2:15][CH2:14][CH2:13]1, predict the reaction product. The product is: [CH:12]1([NH:18][C:4](=[NH:5])[CH2:3][C:2](=[O:1])[C:6]2[CH:7]=[CH:8][CH:9]=[CH:10][CH:11]=2)[CH2:17][CH2:16][CH2:15][CH2:14][CH2:13]1. (3) Given the reactants [OH:1][CH2:2][C@H:3]1[CH2:8][CH2:7][CH2:6][N:5]([C:9]([O:11][C:12]([CH3:15])([CH3:14])[CH3:13])=[O:10])[CH2:4]1.[Br:16][C:17]1[C:22](O)=[CH:21][CH:20]=[CH:19][N:18]=1.C1(P(C2C=CC=CC=2)C2C=CC=CC=2)C=CC=CC=1.N(C(OC(C)C)=O)=NC(OC(C)C)=O, predict the reaction product. The product is: [C:12]([O:11][C:9]([N:5]1[CH2:6][CH2:7][CH2:8][C@H:3]([CH2:2][O:1][C:22]2[C:17]([Br:16])=[N:18][CH:19]=[CH:20][CH:21]=2)[CH2:4]1)=[O:10])([CH3:15])([CH3:14])[CH3:13]. (4) Given the reactants [CH:1]1([NH:6][C:7]2[N:12]3[N:13]=[C:14]([C:23]4[CH:28]=[CH:27][N:26]=[CH:25][CH:24]=4)[C:15]([C:16](=O)[CH:17]=[CH:18]N(C)C)=[C:11]3[CH:10]=[CH:9][CH:8]=2)[CH2:5][CH2:4][CH2:3][CH2:2]1.Cl.[CH:30]1([NH:35][C:36]([NH2:38])=[NH:37])[CH2:34][CH2:33][CH2:32][CH2:31]1.CC(C)([O-])C.[K+].O, predict the reaction product. The product is: [CH:1]1([NH:6][C:7]2[N:12]3[N:13]=[C:14]([C:23]4[CH:24]=[CH:25][N:26]=[CH:27][CH:28]=4)[C:15]([C:16]4[CH:17]=[CH:18][N:38]=[C:36]([NH:35][CH:30]5[CH2:34][CH2:33][CH2:32][CH2:31]5)[N:37]=4)=[C:11]3[CH:10]=[CH:9][CH:8]=2)[CH2:2][CH2:3][CH2:4][CH2:5]1. (5) Given the reactants N(C(OCC)=O)=NC(OCC)=O.[CH2:13]([N:20]1[CH2:24][CH2:23][C:22]([C:26]2[CH:31]=[CH:30][CH:29]=[CH:28][C:27]=2[CH2:32][OH:33])(O)[CH2:21]1)[C:14]1[CH:19]=[CH:18][CH:17]=[CH:16][CH:15]=1.C1(P(C2C=CC=CC=2)C2C=CC=CC=2)C=CC=CC=1, predict the reaction product. The product is: [CH2:13]([N:20]1[CH2:24][CH2:23][C:22]2([C:26]3[CH:31]=[CH:30][CH:29]=[CH:28][C:27]=3[CH2:32][O:33]2)[CH2:21]1)[C:14]1[CH:15]=[CH:16][CH:17]=[CH:18][CH:19]=1. (6) Given the reactants [Cl:1][C:2]1[CH:7]=[CH:6][N:5]([C:8]2[CH:13]=[CH:12][CH:11]=[CH:10][C:9]=2[Cl:14])[C:4](=[O:15])[C:3]=1[CH:16]=[N:17]O.P(Cl)(Cl)(Cl)=O.C(=O)([O-])O.[Na+], predict the reaction product. The product is: [Cl:1][C:2]1[CH:7]=[CH:6][N:5]([C:8]2[CH:13]=[CH:12][CH:11]=[CH:10][C:9]=2[Cl:14])[C:4](=[O:15])[C:3]=1[C:16]#[N:17].